This data is from NCI-60 drug combinations with 297,098 pairs across 59 cell lines. The task is: Regression. Given two drug SMILES strings and cell line genomic features, predict the synergy score measuring deviation from expected non-interaction effect. (1) Drug 1: CC12CCC3C(C1CCC2=O)CC(=C)C4=CC(=O)C=CC34C. Drug 2: CCC1(CC2CC(C3=C(CCN(C2)C1)C4=CC=CC=C4N3)(C5=C(C=C6C(=C5)C78CCN9C7C(C=CC9)(C(C(C8N6C)(C(=O)OC)O)OC(=O)C)CC)OC)C(=O)OC)O.OS(=O)(=O)O. Cell line: K-562. Synergy scores: CSS=54.1, Synergy_ZIP=1.10, Synergy_Bliss=2.82, Synergy_Loewe=-9.79, Synergy_HSA=3.09. (2) Drug 1: C(CN)CNCCSP(=O)(O)O. Drug 2: N.N.Cl[Pt+2]Cl. Cell line: SW-620. Synergy scores: CSS=26.8, Synergy_ZIP=-10.2, Synergy_Bliss=0.476, Synergy_Loewe=-7.23, Synergy_HSA=3.17. (3) Drug 1: CN(CC1=CN=C2C(=N1)C(=NC(=N2)N)N)C3=CC=C(C=C3)C(=O)NC(CCC(=O)O)C(=O)O. Drug 2: CC1=C(C=C(C=C1)C(=O)NC2=CC(=CC(=C2)C(F)(F)F)N3C=C(N=C3)C)NC4=NC=CC(=N4)C5=CN=CC=C5. Cell line: DU-145. Synergy scores: CSS=34.7, Synergy_ZIP=-0.424, Synergy_Bliss=-2.08, Synergy_Loewe=-20.9, Synergy_HSA=-1.89. (4) Drug 1: CC1=C(C(=O)C2=C(C1=O)N3CC4C(C3(C2COC(=O)N)OC)N4)N. Drug 2: C(CN)CNCCSP(=O)(O)O. Cell line: LOX IMVI. Synergy scores: CSS=32.2, Synergy_ZIP=5.66, Synergy_Bliss=8.53, Synergy_Loewe=-24.4, Synergy_HSA=3.84. (5) Drug 1: C1=NC2=C(N=C(N=C2N1C3C(C(C(O3)CO)O)O)F)N. Drug 2: CC(C)(C#N)C1=CC(=CC(=C1)CN2C=NC=N2)C(C)(C)C#N. Cell line: HS 578T. Synergy scores: CSS=5.96, Synergy_ZIP=-3.05, Synergy_Bliss=-3.62, Synergy_Loewe=-1.37, Synergy_HSA=-1.25. (6) Drug 1: COC1=CC(=CC(=C1O)OC)C2C3C(COC3=O)C(C4=CC5=C(C=C24)OCO5)OC6C(C(C7C(O6)COC(O7)C8=CC=CS8)O)O. Drug 2: C1=C(C(=O)NC(=O)N1)N(CCCl)CCCl. Cell line: HL-60(TB). Synergy scores: CSS=93.8, Synergy_ZIP=9.32, Synergy_Bliss=9.08, Synergy_Loewe=9.94, Synergy_HSA=12.7. (7) Drug 1: CN(C)C(=N)N=C(N)N. Drug 2: CN1C=C(C=N1)C2=C3N=C(C(=C(N3N=C2)N)Br)C4CCCNC4. Cell line: NCI-H460. Synergy scores: CSS=7.84, Synergy_ZIP=-3.39, Synergy_Bliss=-5.77, Synergy_Loewe=-22.5, Synergy_HSA=-3.40.